This data is from Reaction yield outcomes from USPTO patents with 853,638 reactions. The task is: Predict the reaction yield, written as a fraction of the theoretical maximum amount of product (1.0 means a 100% yield; for example, 0.34 means a 34% yield). The reactants are C1(S([N:10]2[C:18]3[C:13](=[CH:14][C:15]([C:19]([C:21]4[CH:22]=[CH:23][C:24]([Cl:30])=[C:25]([S:27]([NH2:29])=[O:28])[CH:26]=4)=[O:20])=[CH:16][CH:17]=3)[C:12]3[CH2:31][CH2:32][N:33]([C:35](=[O:40])[C:36]([CH3:39])([CH3:38])[CH3:37])[CH2:34][C:11]2=3)(=O)=O)C=CC=CC=1. The catalyst is CO.[OH-].[Na+]. The product is [Cl:30][C:24]1[CH:23]=[CH:22][C:21]([C:19]([C:15]2[CH:14]=[C:13]3[C:18](=[CH:17][CH:16]=2)[NH:10][C:11]2[CH2:34][N:33]([C:35](=[O:40])[C:36]([CH3:37])([CH3:38])[CH3:39])[CH2:32][CH2:31][C:12]3=2)=[O:20])=[CH:26][C:25]=1[S:27]([NH2:29])=[O:28]. The yield is 0.150.